From a dataset of Full USPTO retrosynthesis dataset with 1.9M reactions from patents (1976-2016). Predict the reactants needed to synthesize the given product. (1) The reactants are: I([O-])(=O)(=O)=[O:2].[Na+].[CH:7]1([S:12][C:13]2[CH:14]=[C:15]([CH2:19][CH2:20][CH2:21][CH2:22][O:23][CH2:24][CH2:25][CH2:26][CH2:27][CH2:28][CH2:29][N:30]3[CH2:34][C@@H:33]([C:35]4[CH:46]=[CH:45][C:38]5[O:39][C:40]([CH3:44])([CH3:43])[O:41][CH2:42][C:37]=5[CH:36]=4)[O:32][C:31]3=[O:47])[CH:16]=[CH:17][CH:18]=2)[CH2:11][CH2:10][CH2:9][CH2:8]1. Given the product [CH:7]1([S:12]([C:13]2[CH:14]=[C:15]([CH2:19][CH2:20][CH2:21][CH2:22][O:23][CH2:24][CH2:25][CH2:26][CH2:27][CH2:28][CH2:29][N:30]3[CH2:34][C@@H:33]([C:35]4[CH:46]=[CH:45][C:38]5[O:39][C:40]([CH3:43])([CH3:44])[O:41][CH2:42][C:37]=5[CH:36]=4)[O:32][C:31]3=[O:47])[CH:16]=[CH:17][CH:18]=2)=[O:2])[CH2:8][CH2:9][CH2:10][CH2:11]1, predict the reactants needed to synthesize it. (2) Given the product [Cl:22][C:20]1[CH:19]=[CH:18][C:17]([NH:23][CH3:24])=[C:16]([CH:21]=1)[C:15]([N:14]([CH2:13][C:12]1[CH:11]=[CH:10][C:9]([OH:8])=[CH:39][CH:38]=1)[CH2:26][CH2:27][C:28]1[CH:33]=[CH:32][CH:31]=[C:30]([C:34]([F:37])([F:35])[F:36])[CH:29]=1)=[O:25], predict the reactants needed to synthesize it. The reactants are: C([O:8][C:9]1[CH:39]=[CH:38][C:12]([CH2:13][N:14]([CH2:26][CH2:27][C:28]2[CH:33]=[CH:32][CH:31]=[C:30]([C:34]([F:37])([F:36])[F:35])[CH:29]=2)[C:15](=[O:25])[C:16]2[CH:21]=[C:20]([Cl:22])[CH:19]=[CH:18][C:17]=2[NH:23][CH3:24])=[CH:11][CH:10]=1)C1C=CC=CC=1. (3) Given the product [CH3:1][C:2]([CH3:34])([CH3:33])[CH2:3][CH2:4][C@@H:5]([N:12]1[CH2:17][CH2:16][C@@H:15]([CH2:18][C:19]([O:21][CH3:22])=[O:20])[CH2:14][C@H:13]1[C:23]1[CH:24]=[CH:25][C:26]([C:29]([F:32])([F:30])[F:31])=[CH:27][CH:28]=1)[CH2:6][CH2:7][C:8]([F:10])([F:11])[F:9], predict the reactants needed to synthesize it. The reactants are: [CH3:1][C:2]([CH3:34])([CH3:33])[C:3]#[C:4][C@@H:5]([N:12]1[CH2:17][CH2:16][C@@H:15]([CH2:18][C:19]([O:21][CH3:22])=[O:20])[CH2:14][C@H:13]1[C:23]1[CH:28]=[CH:27][C:26]([C:29]([F:32])([F:31])[F:30])=[CH:25][CH:24]=1)[CH2:6][CH2:7][C:8]([F:11])([F:10])[F:9]. (4) Given the product [Br:10][C:11]1[CH:12]=[C:13]2[N:18]=[C:26]([C:25]3[CH:29]=[CH:30][C:22]([C:21]([O:20][CH3:19])=[O:31])=[CH:23][CH:24]=3)[NH:17][C:14]2=[N:15][CH:16]=1, predict the reactants needed to synthesize it. The reactants are: CCN(C(C)C)C(C)C.[Br:10][C:11]1[CH:12]=[C:13]([NH2:18])[C:14]([NH2:17])=[N:15][CH:16]=1.[CH3:19][O:20][C:21](=[O:31])[C:22]1[CH:30]=[CH:29][C:25]([C:26](O)=O)=[CH:24][CH:23]=1.CN(C(ON1N=NC2C=CC=CC1=2)=[N+](C)C)C.F[P-](F)(F)(F)(F)F. (5) Given the product [CH2:22]([N:25]([CH2:26][CH2:27][CH3:28])[C:5]([C:4]1[CH:8]=[C:9]([CH:10]=[C:2]([I:1])[CH:3]=1)[C:11]([O:13][CH3:14])=[O:12])=[O:7])[CH2:23][CH3:24], predict the reactants needed to synthesize it. The reactants are: [I:1][C:2]1[CH:3]=[C:4]([CH:8]=[C:9]([C:11]([O:13][CH3:14])=[O:12])[CH:10]=1)[C:5]([OH:7])=O.C(N(CC)CC)C.[CH2:22]([NH:25][CH2:26][CH2:27][CH3:28])[CH2:23][CH3:24].[I-].ClC1C=CC=C[N+]=1C. (6) Given the product [O:13]1[CH2:15][C@H:14]1[CH2:16][O:1][C:2]1[CH:12]=[N:11][CH:10]=[CH:9][C:3]=1[C:4]([O:6][CH2:7][CH3:8])=[O:5], predict the reactants needed to synthesize it. The reactants are: [OH:1][C:2]1[CH:12]=[N:11][CH:10]=[CH:9][C:3]=1[C:4]([O:6][CH2:7][CH3:8])=[O:5].[O:13]1[CH2:15][C@H:14]1[CH2:16]OS(C1C=CC=C([N+]([O-])=O)C=1)(=O)=O.C(=O)([O-])[O-].[Cs+].[Cs+].